Task: Predict the product of the given reaction.. Dataset: Forward reaction prediction with 1.9M reactions from USPTO patents (1976-2016) (1) Given the reactants [H-].[Na+].CN(C=O)C.[CH3:8][O:9][C:10]1[CH:19]=[CH:18][C:17]([C:20]2[CH:25]=[CH:24][CH:23]=[CH:22][CH:21]=2)=[C:16]2[C:11]=1[CH2:12][CH2:13][C:14](=[O:26])[NH:15]2.Br[CH2:28][C:29]1[CH:34]=[CH:33][C:32]([C:35]2[CH:40]=[CH:39][CH:38]=[CH:37][CH:36]=2)=[CH:31][CH:30]=1, predict the reaction product. The product is: [C:32]1([C:35]2[CH:36]=[CH:37][CH:38]=[CH:39][CH:40]=2)[CH:31]=[CH:30][C:29]([CH2:28][N:15]2[C:16]3[C:11](=[C:10]([O:9][CH3:8])[CH:19]=[CH:18][C:17]=3[C:20]3[CH:25]=[CH:24][CH:23]=[CH:22][CH:21]=3)[CH2:12][CH2:13][C:14]2=[O:26])=[CH:34][CH:33]=1. (2) Given the reactants [CH3:1][N:2]1[C:10]2[C:9]3[CH:11]=[CH:12][CH:13]=[CH:14][C:8]=3[CH2:7][CH2:6][C:5]=2[C:4]([C:15]([OH:17])=O)=[N:3]1.C(Cl)(=O)C(Cl)=O.[Cl:24][C:25]1[CH:26]=[C:27]([CH:29]=[CH:30][CH:31]=1)[NH2:28].C(N(CC)CC)C, predict the reaction product. The product is: [Cl:24][C:25]1[CH:26]=[C:27]([NH:28][C:15]([C:4]2[C:5]3[CH2:6][CH2:7][C:8]4[CH:14]=[CH:13][CH:12]=[CH:11][C:9]=4[C:10]=3[N:2]([CH3:1])[N:3]=2)=[O:17])[CH:29]=[CH:30][CH:31]=1.